This data is from Forward reaction prediction with 1.9M reactions from USPTO patents (1976-2016). The task is: Predict the product of the given reaction. (1) Given the reactants [F:1][C:2]1[CH:3]=[C:4]([CH:7]=[C:8]([O:11][CH3:12])[C:9]=1[OH:10])[CH:5]=[O:6].C(=O)([O-])[O-].[K+].[K+].Br[CH2:20][CH2:21][C:22]([F:25])([F:24])[F:23], predict the reaction product. The product is: [F:1][C:2]1[CH:3]=[C:4]([CH:7]=[C:8]([O:11][CH3:12])[C:9]=1[O:10][CH2:20][CH2:21][C:22]([F:25])([F:24])[F:23])[CH:5]=[O:6]. (2) Given the reactants C(O[C:4]([C:6]1([CH2:12][CH2:13]OC)[CH2:11][CH2:10][NH:9][CH2:8][CH2:7]1)=[O:5])C.[F:16][C:17]1[CH:22]=[CH:21][C:20]([S:23](Cl)(=[O:25])=[O:24])=[C:19]([C:27]([F:30])([F:29])[F:28])[CH:18]=1.[NH2:31][C:32]1[CH:37]=[CH:36][C:35]([O:38][S:39]([CH3:42])(=[O:41])=[O:40])=[CH:34][CH:33]=1, predict the reaction product. The product is: [F:16][C:17]1[CH:22]=[CH:21][C:20]([S:23]([N:9]2[CH2:8][CH2:7][C:6]3([C:4](=[O:5])[N:31]([C:32]4[CH:37]=[CH:36][C:35]([O:38][S:39]([CH3:42])(=[O:41])=[O:40])=[CH:34][CH:33]=4)[CH2:13][CH2:12]3)[CH2:11][CH2:10]2)(=[O:25])=[O:24])=[C:19]([C:27]([F:30])([F:29])[F:28])[CH:18]=1. (3) Given the reactants C(OC([N:8]1[CH2:13][CH2:12][CH:11]([O:14][C:15]2[C:23]3[C:18](=[CH:19][CH:20]=[CH:21][CH:22]=3)[N:17]([C:24]3[CH:29]=[CH:28][CH:27]=[CH:26][C:25]=3[F:30])[N:16]=2)[CH2:10][CH2:9]1)=O)(C)(C)C.[ClH:31], predict the reaction product. The product is: [ClH:31].[F:30][C:25]1[CH:26]=[CH:27][CH:28]=[CH:29][C:24]=1[N:17]1[C:18]2[C:23](=[CH:22][CH:21]=[CH:20][CH:19]=2)[C:15]([O:14][CH:11]2[CH2:12][CH2:13][NH:8][CH2:9][CH2:10]2)=[N:16]1. (4) Given the reactants [C:1]([NH:5][S:6]([CH2:9][CH2:10][CH2:11]Cl)(=[O:8])=[O:7])([CH3:4])([CH3:3])[CH3:2].C([Li])CCC, predict the reaction product. The product is: [C:1]([NH:5][S:6]([CH:9]1[CH2:11][CH2:10]1)(=[O:8])=[O:7])([CH3:4])([CH3:3])[CH3:2]. (5) The product is: [C:34]1([C:33]2([CH2:53][O:52][CH2:48][CH2:49][O:65][C:64](=[O:66])[C:63]3[CH:62]=[CH:61][C:60]([O:59][CH2:58][CH2:57][CH2:56][CH2:55][CH2:54][CH2:53][O:52][C:48](=[O:51])[CH:49]=[CH2:50])=[CH:68][CH:67]=3)[CH:32]=[CH:29][CH:30]=[CH:31][CH:26]2[CH:27]=[CH:28][C:10]2[CH:11]=[CH:12][C:13]([O:59][CH2:60][CH2:61][CH2:62][CH2:63][CH2:67][CH3:68])=[CH:14][CH:15]=2)[CH:35]=[CH:36][CH:37]=[CH:38][CH:39]=1. Given the reactants [CH:10]1(N=C=N[CH:10]2[CH2:15][CH2:14][CH2:13][CH2:12][CH2:11]2)[CH2:15][CH2:14][CH2:13][CH2:12][CH2:11]1.C1([C@@H](O)COC[C:26]2[CH:31]=[CH:30][C:29](/[CH:32]=[CH:33]/[C:34]3[CH:39]=[CH:38][C:37](OCCCCCC)=[CH:36][CH:35]=3)=[CH:28][CH:27]=2)C=CC=CC=1.[C:48]([O:52][CH2:53][CH2:54][CH2:55][CH2:56][CH2:57][CH2:58][O:59][C:60]1[CH:68]=[CH:67][C:63]([C:64]([OH:66])=[O:65])=[CH:62][CH:61]=1)(=[O:51])[CH:49]=[CH2:50], predict the reaction product. (6) Given the reactants [C:1]([O:4][C@H:5]1[C@H:10]([O:11][C:12](=[O:14])[CH3:13])[C@@H:9]([O:15][C:16](=[O:18])[CH3:17])[C@H:8]([C:19]2[CH:28]=[C:27]([CH2:29][C:30]3[CH:35]=[CH:34][C:33]([C:36](=O)[CH3:37])=[CH:32][CH:31]=3)[C:26]([Cl:39])=[C:25]3[C:20]=2[CH2:21][CH2:22][CH2:23][O:24]3)[O:7][C@@H:6]1[CH2:40][O:41][C:42](=[O:44])[CH3:43])(=[O:3])[CH3:2], predict the reaction product. The product is: [C:1]([O:4][C@H:5]1[C@H:10]([O:11][C:12](=[O:14])[CH3:13])[C@@H:9]([O:15][C:16](=[O:18])[CH3:17])[C@H:8]([C:19]2[CH:28]=[C:27]([CH2:29][C:30]3[CH:35]=[CH:34][C:33]([CH:36]=[CH2:37])=[CH:32][CH:31]=3)[C:26]([Cl:39])=[C:25]3[C:20]=2[CH2:21][CH2:22][CH2:23][O:24]3)[O:7][C@@H:6]1[CH2:40][O:41][C:42](=[O:44])[CH3:43])(=[O:3])[CH3:2]. (7) Given the reactants [NH:1]([C:3]([C:5]1[CH:6]=[C:7]([S:11]([NH2:14])(=[O:13])=[O:12])[CH:8]=[CH:9][CH:10]=1)=[O:4])[NH2:2].[Cl:15][C:16]1[CH:17]=[CH:18][C:19]([OH:25])=[C:20]([C:22](=O)[CH3:23])[CH:21]=1, predict the reaction product. The product is: [Cl:15][C:16]1[CH:17]=[CH:18][C:19]([OH:25])=[C:20](/[C:22](=[N:2]/[NH:1][C:3]([C:5]2[CH:6]=[C:7]([S:11]([NH2:14])(=[O:13])=[O:12])[CH:8]=[CH:9][CH:10]=2)=[O:4])/[CH3:23])[CH:21]=1.